From a dataset of Full USPTO retrosynthesis dataset with 1.9M reactions from patents (1976-2016). Predict the reactants needed to synthesize the given product. (1) Given the product [O:35]=[C:22]1[C:23]2[C:28](=[CH:27][CH:26]=[C:25]([C:31]([F:32])([F:33])[F:34])[CH:24]=2)[CH2:29][CH2:30][N:21]1[C:16]1[CH:17]=[N:18][CH:19]=[CH:20][C:15]=1[CH:14]=[O:13], predict the reactants needed to synthesize it. The reactants are: C1(C)C=CC(S(O)(=O)=O)=CC=1.C[O:13][CH:14](OC)[C:15]1[CH:20]=[CH:19][N:18]=[CH:17][C:16]=1[N:21]1[CH2:30][CH2:29][C:28]2[C:23](=[CH:24][C:25]([C:31]([F:34])([F:33])[F:32])=[CH:26][CH:27]=2)[C:22]1=[O:35].CO. (2) Given the product [CH:1]1([C:7]2[C:15]3[C:10](=[CH:11][C:12]([C:16]([OH:18])=[O:17])=[CH:13][CH:14]=3)[N:9]([CH2:19][C:20]([N:22]3[CH2:27][CH2:26][O:25][CH2:24][CH2:23]3)=[O:21])[C:8]=2[C:28]2[CH:29]=[CH:30][C:31]([C:34]3[C:41]([O:44][CH3:43])=[N:40][CH:37]=[CH:36][CH:35]=3)=[CH:32][CH:33]=2)[CH2:2][CH2:3][CH2:4][CH2:5][CH2:6]1, predict the reactants needed to synthesize it. The reactants are: [CH:1]1([C:7]2[C:15]3[C:10](=[CH:11][C:12]([C:16]([OH:18])=[O:17])=[CH:13][CH:14]=3)[N:9]([CH2:19][C:20]([N:22]3[CH2:27][CH2:26][O:25][CH2:24][CH2:23]3)=[O:21])[C:8]=2[C:28]2[CH:33]=[CH:32][C:31]([C:34]3C=C[C:37]([N:40](C)[CH3:41])=[CH:36][CH:35]=3)=[CH:30][CH:29]=2)[CH2:6][CH2:5][CH2:4][CH2:3][CH2:2]1.[CH3:43][O:44]C(C1C=C2C(C(C3CCCCC3)=C(C3C=CC(OS(C(F)(F)F)(=O)=O)=CC=3)N2CC(N2CCOCC2)=O)=CC=1)=O.COC1C=CN=CC=1B(O)O. (3) Given the product [CH2:1]([O:3][C:4]1[CH:5]=[C:6]([C@H:12]([N:18]2[C:26](=[O:27])[C:25]3[C:20](=[CH:21][CH:22]=[CH:23][C:24]=3[NH:28][C:29](=[O:31])[CH3:30])[C:19]2=[O:32])[CH2:13][S:14]([CH3:17])(=[O:16])=[O:15])[CH:7]=[CH:8][C:9]=1[OH:10])[CH3:2], predict the reactants needed to synthesize it. The reactants are: [CH2:1]([O:3][C:4]1[CH:5]=[C:6]([C@H:12]([N:18]2[C:26](=[O:27])[C:25]3[C:20](=[CH:21][CH:22]=[CH:23][C:24]=3[NH:28][C:29](=[O:31])[CH3:30])[C:19]2=[O:32])[CH2:13][S:14]([CH3:17])(=[O:16])=[O:15])[CH:7]=[CH:8][C:9]=1[O:10]C)[CH3:2].I[Si](C)(C)C. (4) Given the product [CH3:1][O:2][CH2:3][CH2:4][C:5]1[N:9]=[C:8]([CH:10]2[CH2:15][CH:14]([C:16]3[CH:21]=[CH:20][C:19]([CH2:22][C:23]([F:25])([F:24])[F:26])=[CH:18][CH:17]=3)[CH2:13][N:12]([C:27]([N:29]3[CH2:34][CH2:33][S:32](=[O:43])[CH2:31][CH2:30]3)=[O:28])[CH2:11]2)[O:7][N:6]=1, predict the reactants needed to synthesize it. The reactants are: [CH3:1][O:2][CH2:3][CH2:4][C:5]1[N:9]=[C:8]([CH:10]2[CH2:15][CH:14]([C:16]3[CH:21]=[CH:20][C:19]([CH2:22][C:23]([F:26])([F:25])[F:24])=[CH:18][CH:17]=3)[CH2:13][N:12]([C:27]([N:29]3[CH2:34][CH2:33][S:32][CH2:31][CH2:30]3)=[O:28])[CH2:11]2)[O:7][N:6]=1.ClC1C=CC=C(C(OO)=[O:43])C=1. (5) The reactants are: [C:1]([O:5][C:6]([N:8]1[CH2:13][CH2:12][N:11]([C:14](=[S:16])[NH2:15])[CH2:10][CH2:9]1)=[O:7])([CH3:4])([CH3:3])[CH3:2].Br[CH2:18][C:19]([C:21]1[CH:29]=[CH:28][C:24]([C:25]([OH:27])=[O:26])=[CH:23][CH:22]=1)=O.CN1CCOCC1. Given the product [C:1]([O:5][C:6]([N:8]1[CH2:9][CH2:10][N:11]([C:14]2[S:16][CH:18]=[C:19]([C:21]3[CH:29]=[CH:28][C:24]([C:25]([OH:27])=[O:26])=[CH:23][CH:22]=3)[N:15]=2)[CH2:12][CH2:13]1)=[O:7])([CH3:4])([CH3:2])[CH3:3], predict the reactants needed to synthesize it. (6) Given the product [ClH:2].[C:7]1([CH2:17][C:18]([NH2:1])=[NH:19])[C:16]2[C:11](=[CH:12][CH:13]=[CH:14][CH:15]=2)[CH:10]=[CH:9][CH:8]=1, predict the reactants needed to synthesize it. The reactants are: [NH4+:1].[Cl-:2].C[Al](C)C.[C:7]1([CH2:17][C:18]#[N:19])[C:16]2[C:11](=[CH:12][CH:13]=[CH:14][CH:15]=2)[CH:10]=[CH:9][CH:8]=1. (7) Given the product [F:19][C:20]1[CH:21]=[CH:22][C:23]([O:26][CH2:27][CH2:28][C:29]([N:4]2[CH2:5][CH2:6][N:1]([C:7]3[CH:14]=[CH:13][CH:12]=[C:11]([C:15]([F:16])([F:18])[F:17])[C:8]=3[C:9]#[N:10])[CH2:2][CH2:3]2)=[O:30])=[CH:24][CH:25]=1, predict the reactants needed to synthesize it. The reactants are: [N:1]1([C:7]2[CH:14]=[CH:13][CH:12]=[C:11]([C:15]([F:18])([F:17])[F:16])[C:8]=2[C:9]#[N:10])[CH2:6][CH2:5][NH:4][CH2:3][CH2:2]1.[F:19][C:20]1[CH:25]=[CH:24][C:23]([O:26][CH2:27][CH2:28][C:29](O)=[O:30])=[CH:22][CH:21]=1.CCN(C(C)C)C(C)C.CN(C(ON1N=NC2C=CC=NC1=2)=[N+](C)C)C.F[P-](F)(F)(F)(F)F.